From a dataset of Forward reaction prediction with 1.9M reactions from USPTO patents (1976-2016). Predict the product of the given reaction. (1) Given the reactants C1(C[N:8]2[CH2:13][CH2:12][O:11][CH:10]([C:14]([O:16][CH2:17][CH3:18])=[O:15])[CH2:9]2)C=CC=CC=1.[C:19]([OH:25])([C:21]([F:24])([F:23])[F:22])=[O:20], predict the reaction product. The product is: [F:22][C:21]([F:24])([F:23])[C:19]([OH:25])=[O:20].[NH:8]1[CH2:13][CH2:12][O:11][CH:10]([C:14]([O:16][CH2:17][CH3:18])=[O:15])[CH2:9]1. (2) Given the reactants [OH-].[K+].NC1[S:5][C:6]2[C:12]([C:13]([O:15]C)=[O:14])=[CH:11][CH:10]=[CH:9][C:7]=2[N:8]=1, predict the reaction product. The product is: [NH2:8][C:7]1[C:6]([SH:5])=[C:12]([CH:11]=[CH:10][CH:9]=1)[C:13]([OH:15])=[O:14]. (3) Given the reactants Cl.[NH2:2][C@H:3]([C:9]([OH:11])=[O:10])[CH2:4][CH2:5][CH2:6][CH2:7][NH2:8].C(=O)([O-])[O-].[K+].[K+].O.[C:19](Cl)(=[O:33])[CH2:20][CH2:21][CH2:22][CH2:23][CH2:24][CH2:25][CH2:26][CH2:27][CH2:28][CH2:29][C:30](Cl)=O, predict the reaction product. The product is: [C:19]([NH2:2])(=[O:33])[CH2:20][CH2:21][CH2:22][CH2:23][CH2:24][CH2:25][CH2:26][CH2:27][CH2:28][CH2:29][CH3:30].[NH2:2][C@H:3]([C:9]([OH:11])=[O:10])[CH2:4][CH2:5][CH2:6][CH2:7][NH2:8].